Dataset: NCI-60 drug combinations with 297,098 pairs across 59 cell lines. Task: Regression. Given two drug SMILES strings and cell line genomic features, predict the synergy score measuring deviation from expected non-interaction effect. (1) Drug 1: C1CC(=O)NC(=O)C1N2CC3=C(C2=O)C=CC=C3N. Drug 2: CC1=C(C=C(C=C1)NC(=O)C2=CC=C(C=C2)CN3CCN(CC3)C)NC4=NC=CC(=N4)C5=CN=CC=C5. Cell line: SNB-75. Synergy scores: CSS=4.49, Synergy_ZIP=-2.22, Synergy_Bliss=-0.353, Synergy_Loewe=1.19, Synergy_HSA=-0.218. (2) Synergy scores: CSS=9.58, Synergy_ZIP=2.53, Synergy_Bliss=1.12, Synergy_Loewe=1.99, Synergy_HSA=-0.244. Drug 1: CNC(=O)C1=NC=CC(=C1)OC2=CC=C(C=C2)NC(=O)NC3=CC(=C(C=C3)Cl)C(F)(F)F. Cell line: NCIH23. Drug 2: C(CN)CNCCSP(=O)(O)O. (3) Drug 1: C1=NC2=C(N=C(N=C2N1C3C(C(C(O3)CO)O)O)F)N. Drug 2: CC12CCC3C(C1CCC2OP(=O)(O)O)CCC4=C3C=CC(=C4)OC(=O)N(CCCl)CCCl.[Na+]. Cell line: HOP-62. Synergy scores: CSS=24.4, Synergy_ZIP=-3.64, Synergy_Bliss=-9.79, Synergy_Loewe=-49.4, Synergy_HSA=-9.86.